From a dataset of Full USPTO retrosynthesis dataset with 1.9M reactions from patents (1976-2016). Predict the reactants needed to synthesize the given product. (1) Given the product [C:18]([O:21][CH:4]1[C:5]2=[N:12][C:11]3[C:6](=[N:7][CH:8]=[C:9]([N+:15]([O-:17])=[O:16])[CH:10]=3)[N:1]2[CH2:2][CH2:3]1)(=[O:20])[CH3:19], predict the reactants needed to synthesize it. The reactants are: [N:1]1([C:6]2[C:11]([N+:12]([O-])=O)=[CH:10][C:9]([N+:15]([O-:17])=[O:16])=[CH:8][N:7]=2)[CH2:5][CH2:4][CH2:3][CH2:2]1.[C:18]([O:21]C(=O)C)(=[O:20])[CH3:19]. (2) Given the product [CH3:46][C:41]1[C:40]([NH:39][C:35]([CH:16]2[CH:15]([C:11]3[CH:12]=[CH:13][CH:14]=[C:9]([Cl:8])[C:10]=3[F:38])[C:19]([C:22]3[CH:27]=[CH:26][C:25]([Cl:28])=[CH:24][C:23]=3[F:29])([C:20]#[N:21])[CH:18]([CH2:30][C:31]([CH3:34])([CH3:33])[CH3:32])[NH:17]2)=[O:36])=[CH:45][CH:44]=[CH:43][N:42]=1, predict the reactants needed to synthesize it. The reactants are: FC(F)(F)C(O)=O.[Cl:8][C:9]1[C:10]([F:38])=[C:11]([CH:15]2[C:19]([C:22]3[CH:27]=[CH:26][C:25]([Cl:28])=[CH:24][C:23]=3[F:29])([C:20]#[N:21])[CH:18]([CH2:30][C:31]([CH3:34])([CH3:33])[CH3:32])[NH:17][CH:16]2[C:35](O)=[O:36])[CH:12]=[CH:13][CH:14]=1.[NH2:39][C:40]1[C:41]([CH3:46])=[N:42][CH:43]=[CH:44][CH:45]=1.CN(C(ON1N=NC2C=CC=NC1=2)=[N+](C)C)C.F[P-](F)(F)(F)(F)F.CCN(C(C)C)C(C)C. (3) Given the product [C:13]([O:16][CH2:2][C:3]1[C:7]2[N:8]=[CH:9][N:10]=[C:11]([Cl:12])[C:6]=2[S:5][CH:4]=1)(=[O:15])[CH3:14], predict the reactants needed to synthesize it. The reactants are: Br[CH2:2][C:3]1[C:7]2[N:8]=[CH:9][N:10]=[C:11]([Cl:12])[C:6]=2[S:5][CH:4]=1.[C:13]([O-:16])(=[O:15])[CH3:14].[Na+].[I-].[K+].C(OCC)(=O)C. (4) Given the product [F:10][S:9]([F:14])([F:13])([F:12])([F:11])[C:7]1[CH:6]=[CH:5][C:3]([NH2:4])=[C:2]([C:16]#[C:15][Si:17]([CH3:20])([CH3:19])[CH3:18])[CH:8]=1, predict the reactants needed to synthesize it. The reactants are: Br[C:2]1[CH:8]=[C:7]([S:9]([F:14])([F:13])([F:12])([F:11])[F:10])[CH:6]=[CH:5][C:3]=1[NH2:4].[C:15]([Si:17]([CH3:20])([CH3:19])[CH3:18])#[CH:16].